Dataset: Forward reaction prediction with 1.9M reactions from USPTO patents (1976-2016). Task: Predict the product of the given reaction. (1) Given the reactants [F-].C([N+](CCCC)(CCCC)CCCC)CCC.[N:19]1[CH:24]=[CH:23][C:22]([C:25]2[CH:33]=[C:32]3[C:28]([C:29]([NH:42][C:43](=[O:47])[CH2:44][CH2:45][CH3:46])=[N:30][N:31]3COCC[Si](C)(C)C)=[CH:27][CH:26]=2)=[CH:21][CH:20]=1.C(OCC)(=O)C.C(=O)([O-])O.[Na+], predict the reaction product. The product is: [N:19]1[CH:20]=[CH:21][C:22]([C:25]2[CH:33]=[C:32]3[C:28]([C:29]([NH:42][C:43](=[O:47])[CH2:44][CH2:45][CH3:46])=[N:30][NH:31]3)=[CH:27][CH:26]=2)=[CH:23][CH:24]=1. (2) Given the reactants S(Br)([Br:3])=O.[C:5]([OH:22])(=O)[CH2:6][CH2:7][CH2:8][CH2:9][CH2:10][CH2:11][CH2:12][CH2:13][CH2:14][CH2:15][CH2:16][CH2:17][CH2:18][CH2:19][CH3:20], predict the reaction product. The product is: [C:5]([Br:3])(=[O:22])[CH2:6][CH2:7][CH2:8][CH2:9][CH2:10][CH2:11][CH2:12][CH2:13][CH2:14][CH2:15][CH2:16][CH2:17][CH2:18][CH2:19][CH3:20]. (3) Given the reactants [C:1]([C:3]1[CH:4]=[C:5]([C:13]2[O:17][N:16]=[C:15]([C:18]3[CH:27]=[CH:26][CH:25]=[C:24]4[C:19]=3[CH2:20][CH2:21][CH2:22][C@H:23]4[NH:28][S:29]([CH2:32][C:33]([OH:35])=O)(=[O:31])=[O:30])[N:14]=2)[CH:6]=[CH:7][C:8]=1[O:9][CH:10]([CH3:12])[CH3:11])#[N:2].ON1C2C=CC=CC=2N=N1.C(Cl)CCl.[CH3:50][NH:51][CH3:52], predict the reaction product. The product is: [C:1]([C:3]1[CH:4]=[C:5]([C:13]2[O:17][N:16]=[C:15]([C:18]3[CH:27]=[CH:26][CH:25]=[C:24]4[C:19]=3[CH2:20][CH2:21][CH2:22][C@H:23]4[NH:28][S:29]([CH2:32][C:33]([N:51]([CH3:52])[CH3:50])=[O:35])(=[O:31])=[O:30])[N:14]=2)[CH:6]=[CH:7][C:8]=1[O:9][CH:10]([CH3:12])[CH3:11])#[N:2]. (4) Given the reactants [Cl:1][C:2]1[CH:7]=[CH:6][C:5]([C:8]2[CH:13]=[C:12]([CH:14]3[CH2:16][CH2:15]3)[N:11]3[N:17]=[CH:18][C:19]([C:20]([OH:22])=O)=[C:10]3[N:9]=2)=[CH:4][CH:3]=1.[NH2:23][C:24]1[CH:25]=[C:26]([S:30]([NH2:33])(=[O:32])=[O:31])[CH:27]=[CH:28][CH:29]=1, predict the reaction product. The product is: [S:30]([C:26]1[CH:25]=[C:24]([NH:23][C:20]([C:19]2[CH:18]=[N:17][N:11]3[C:12]([CH:14]4[CH2:16][CH2:15]4)=[CH:13][C:8]([C:5]4[CH:6]=[CH:7][C:2]([Cl:1])=[CH:3][CH:4]=4)=[N:9][C:10]=23)=[O:22])[CH:29]=[CH:28][CH:27]=1)(=[O:31])(=[O:32])[NH2:33]. (5) Given the reactants [CH3:1][C:2]1[N:3]=[C:4]2[N:9]=[C:8]([C:10]3[CH:15]=[CH:14][C:13]([CH2:16][N:17]4[CH2:20][CH:19]([C:21]5[N:25]=[C:24]([C:26]6[CH:31]=[CH:30][CH:29]=[C:28]([CH3:32])[N:27]=6)[NH:23][N:22]=5)[CH2:18]4)=[CH:12][CH:11]=3)[C:7]([C:33]3[CH:38]=[CH:37][CH:36]=[CH:35][CH:34]=3)=[CH:6][N:5]2[CH:39]=1.[Br:40]N1C(=O)CCC1=O, predict the reaction product. The product is: [Br:40][C:39]1[N:5]2[CH:6]=[C:7]([C:33]3[CH:38]=[CH:37][CH:36]=[CH:35][CH:34]=3)[C:8]([C:10]3[CH:15]=[CH:14][C:13]([CH2:16][N:17]4[CH2:20][CH:19]([C:21]5[N:25]=[C:24]([C:26]6[CH:31]=[CH:30][CH:29]=[C:28]([CH3:32])[N:27]=6)[NH:23][N:22]=5)[CH2:18]4)=[CH:12][CH:11]=3)=[N:9][C:4]2=[N:3][C:2]=1[CH3:1].